Dataset: Blood-brain barrier permeability classification from the B3DB database. Task: Regression/Classification. Given a drug SMILES string, predict its absorption, distribution, metabolism, or excretion properties. Task type varies by dataset: regression for continuous measurements (e.g., permeability, clearance, half-life) or binary classification for categorical outcomes (e.g., BBB penetration, CYP inhibition). Dataset: b3db_classification. The compound is COc1ccc(S(N)(=O)=O)cc1C(=O)NC[C@H]1CCCN1C. The result is 1 (penetrates BBB).